The task is: Predict which catalyst facilitates the given reaction.. This data is from Catalyst prediction with 721,799 reactions and 888 catalyst types from USPTO. Reactant: [Cl:1][C:2]1[CH:3]=[C:4]([F:28])[CH:5]=[C:6]([C:8]2[CH:13]=[CH:12][C:11]([F:14])=[C:10]([C@:15]3([CH3:27])[C:21]([F:23])([F:22])[C:20]([CH3:25])([CH3:24])[O:19][CH2:18][C:17](=O)[NH:16]3)[CH:9]=2)[CH:7]=1.COC1C=CC(P2(SP(C3C=CC(OC)=CC=3)(=S)S2)=[S:38])=CC=1. Product: [Cl:1][C:2]1[CH:3]=[C:4]([F:28])[CH:5]=[C:6]([C:8]2[CH:13]=[CH:12][C:11]([F:14])=[C:10]([C@:15]3([CH3:27])[C:21]([F:23])([F:22])[C:20]([CH3:25])([CH3:24])[O:19][CH2:18][C:17](=[S:38])[NH:16]3)[CH:9]=2)[CH:7]=1. The catalyst class is: 12.